Task: Predict the product of the given reaction.. Dataset: Forward reaction prediction with 1.9M reactions from USPTO patents (1976-2016) (1) Given the reactants [CH2:1]([C:8]1([OH:35])[CH2:13][CH2:12][N:11]([CH2:14][CH2:15][NH:16][C:17]([NH:19][C:20]2[CH:25]=[CH:24][N:23]=[C:22]([N:26](CC3C=CC=CC=3)[CH3:27])[CH:21]=2)=[O:18])[CH2:10][CH2:9]1)[C:2]1[CH:7]=[CH:6][CH:5]=[CH:4][CH:3]=1.Cl, predict the reaction product. The product is: [CH2:1]([C:8]1([OH:35])[CH2:9][CH2:10][N:11]([CH2:14][CH2:15][NH:16][C:17]([NH:19][C:20]2[CH:25]=[CH:24][N:23]=[C:22]([NH:26][CH3:27])[CH:21]=2)=[O:18])[CH2:12][CH2:13]1)[C:2]1[CH:3]=[CH:4][CH:5]=[CH:6][CH:7]=1. (2) Given the reactants [ClH:1].C([NH:9][C@H:10]([C:20]([OH:22])=[O:21])[CH2:11][S:12][CH2:13][C:14]1[CH:19]=[CH:18][CH:17]=[CH:16][CH:15]=1)(OC(C)(C)C)=O.[CH2:23](O)[CH3:24], predict the reaction product. The product is: [ClH:1].[CH2:23]([O:22][C:20](=[O:21])[C@H:10]([CH2:11][S:12][CH2:13][C:14]1[CH:15]=[CH:16][CH:17]=[CH:18][CH:19]=1)[NH2:9])[CH3:24]. (3) Given the reactants [OH:1][C@@H:2]([CH3:35])/[CH:3]=[CH:4]\[C:5]([NH:7][C@H:8]1[C@@H:13]([CH3:14])[O:12][C@@H:11]([CH2:15]/[CH:16]=[C:17](\[CH3:33])/[CH:18]=[CH:19]/[C@@H:20]2[CH2:27][C@@:24]3([O:26][CH2:25]3)[CH2:23][C@@H:22]([CH2:28][C:29]([O:31][CH3:32])=[O:30])[O:21]2)[C@@H:10]([CH3:34])[CH2:9]1)=[O:6].[CH3:36][S:37][CH2:38][CH2:39][CH2:40][C:41](O)=[O:42].CC(C)N=C=NC(C)C, predict the reaction product. The product is: [CH3:36][S:37][CH2:38][CH2:39][CH2:40][C:41]([O:1][C@H:2](/[CH:3]=[CH:4]\[C:5]([NH:7][C@@H:8]1[CH2:9][C@H:10]([CH3:34])[C@H:11]([CH2:15]/[CH:16]=[C:17](\[CH3:33])/[CH:18]=[CH:19]/[C@H:20]2[O:21][C@H:22]([CH2:28][C:29]([O:31][CH3:32])=[O:30])[CH2:23][C@:24]3([O:26][CH2:25]3)[CH2:27]2)[O:12][C@@H:13]1[CH3:14])=[O:6])[CH3:35])=[O:42]. (4) Given the reactants Cl[C:2]1[CH:7]=[C:6]([NH:8][C@H:9]2[CH2:14][CH2:13][C@H:12]([C:15]([NH2:17])=[O:16])[CH2:11][CH2:10]2)[C:5]([N+:18]([O-:20])=[O:19])=[CH:4][N:3]=1.[N:21]1([CH2:27][CH2:28][OH:29])[CH2:26][CH2:25][CH2:24][CH2:23][CH2:22]1.C1OCCOCCOCCOCCOCCOC1.C(=O)([O-])[O-].[Cs+].[Cs+], predict the reaction product. The product is: [N+:18]([C:5]1[C:6]([NH:8][C@H:9]2[CH2:14][CH2:13][C@H:12]([C:15]([NH2:17])=[O:16])[CH2:11][CH2:10]2)=[CH:7][C:2]([O:29][CH2:28][CH2:27][N:21]2[CH2:26][CH2:25][CH2:24][CH2:23][CH2:22]2)=[N:3][CH:4]=1)([O-:20])=[O:19]. (5) The product is: [Br:1][C:2]1[O:6][C:5]([C:7]([NH:22][C:20]2[S:21][C:17]([CH2:16][C:15]3[CH:14]=[CH:13][C:12]([C:11]([F:26])([F:10])[F:25])=[CH:24][CH:23]=3)=[CH:18][N:19]=2)=[O:9])=[CH:4][CH:3]=1. Given the reactants [Br:1][C:2]1[O:6][C:5]([C:7]([OH:9])=O)=[CH:4][CH:3]=1.[F:10][C:11]([F:26])([F:25])[C:12]1[CH:24]=[CH:23][C:15]([CH2:16][C:17]2[S:21][C:20]([NH2:22])=[N:19][CH:18]=2)=[CH:14][CH:13]=1.C(N(CC)CC)C.CCCP(=O)=O, predict the reaction product. (6) Given the reactants [Cl:1][C:2]1[CH:7]=[C:6]([F:8])[CH:5]=[CH:4][C:3]=1[N:9]1[C:13]2=[N:14][CH:15]=[CH:16][C:17](I)=[C:12]2[CH:11]=[N:10]1.CC1(C)C(C)(C)[O:23][B:22](B2OC(C)(C)C(C)(C)O2)[O:21]1.C([O-])(=O)C.[K+].C(Cl)Cl, predict the reaction product. The product is: [Cl:1][C:2]1[CH:7]=[C:6]([F:8])[CH:5]=[CH:4][C:3]=1[N:9]1[C:13]2=[N:14][CH:15]=[CH:16][C:17]([B:22]([OH:23])[OH:21])=[C:12]2[CH:11]=[N:10]1. (7) Given the reactants [Br:1][C:2]1[C:3]([F:13])=[CH:4][CH:5]=[C:6]2[C:11]=1[NH:10][C:9](=O)[CH:8]=[CH:7]2.P(Cl)(Cl)([Cl:16])=O, predict the reaction product. The product is: [Br:1][C:2]1[C:3]([F:13])=[CH:4][CH:5]=[C:6]2[C:11]=1[N:10]=[C:9]([Cl:16])[CH:8]=[CH:7]2.